From a dataset of NCI-60 drug combinations with 297,098 pairs across 59 cell lines. Regression. Given two drug SMILES strings and cell line genomic features, predict the synergy score measuring deviation from expected non-interaction effect. (1) Drug 1: CS(=O)(=O)CCNCC1=CC=C(O1)C2=CC3=C(C=C2)N=CN=C3NC4=CC(=C(C=C4)OCC5=CC(=CC=C5)F)Cl. Drug 2: C1CCC(C(C1)N)N.C(=O)(C(=O)[O-])[O-].[Pt+4]. Cell line: NCI-H226. Synergy scores: CSS=11.0, Synergy_ZIP=-1.91, Synergy_Bliss=3.56, Synergy_Loewe=-2.17, Synergy_HSA=0.338. (2) Drug 1: C1=C(C(=O)NC(=O)N1)N(CCCl)CCCl. Drug 2: CC12CCC3C(C1CCC2O)C(CC4=C3C=CC(=C4)O)CCCCCCCCCS(=O)CCCC(C(F)(F)F)(F)F. Cell line: HCC-2998. Synergy scores: CSS=-1.52, Synergy_ZIP=-1.50, Synergy_Bliss=-2.48, Synergy_Loewe=-5.39, Synergy_HSA=-4.91.